Dataset: Full USPTO retrosynthesis dataset with 1.9M reactions from patents (1976-2016). Task: Predict the reactants needed to synthesize the given product. (1) Given the product [CH3:17][O:18][C:19]1[CH:24]=[CH:23][C:22]([NH:25][C:2]2[N:7]3[N:8]=[C:9]([NH:11][C:12]([CH:14]4[CH2:16][CH2:15]4)=[O:13])[N:10]=[C:6]3[CH:5]=[CH:4][CH:3]=2)=[CH:21][CH:20]=1, predict the reactants needed to synthesize it. The reactants are: Br[C:2]1[N:7]2[N:8]=[C:9]([NH:11][C:12]([CH:14]3[CH2:16][CH2:15]3)=[O:13])[N:10]=[C:6]2[CH:5]=[CH:4][CH:3]=1.[CH3:17][O:18][C:19]1[CH:24]=[CH:23][C:22]([NH2:25])=[CH:21][CH:20]=1.CC1(C)C2C(=C(P(C3C=CC=CC=3)C3C=CC=CC=3)C=CC=2)OC2C(P(C3C=CC=CC=3)C3C=CC=CC=3)=CC=CC1=2.CC(C)([O-])C.[Na+]. (2) Given the product [F:1][C:2]1[CH:3]=[C:4]([C:9]2[C:14](=[O:15])[N:13]3[CH2:16][CH2:17][N:18]([C:19]4[CH:20]=[CH:21][CH:22]=[CH:23][CH:24]=4)[C:12]3=[N:11][CH:10]=2)[CH:5]=[CH:6][C:7]=1[O:8][C:26]1[CH:31]=[CH:30][N:29]=[C:28]2[CH:32]=[C:33]([I:35])[S:34][C:27]=12, predict the reactants needed to synthesize it. The reactants are: [F:1][C:2]1[CH:3]=[C:4]([C:9]2[C:14](=[O:15])[N:13]3[CH2:16][CH2:17][N:18]([C:19]4[CH:24]=[CH:23][CH:22]=[CH:21][CH:20]=4)[C:12]3=[N:11][CH:10]=2)[CH:5]=[CH:6][C:7]=1[OH:8].Cl[C:26]1[CH:31]=[CH:30][N:29]=[C:28]2[CH:32]=[C:33]([I:35])[S:34][C:27]=12. (3) Given the product [CH2:1]([O:8][C:9]1[CH:10]=[C:11]([CH:21]=[CH:22][C:23]=1[N+:24]([O-:26])=[O:25])[CH2:12][CH:13]1[NH:19][C:14](=[O:33])[CH2:15][CH2:16][CH2:17][CH2:18]1)[C:2]1[CH:7]=[CH:6][CH:5]=[CH:4][CH:3]=1, predict the reactants needed to synthesize it. The reactants are: [CH2:1]([O:8][C:9]1[CH:10]=[C:11]([CH:21]=[CH:22][C:23]=1[N+:24]([O-:26])=[O:25])[CH2:12][CH:13]1[CH2:18][CH2:17][CH2:16][CH2:15][C:14]1=[N:19]O)[C:2]1[CH:7]=[CH:6][CH:5]=[CH:4][CH:3]=1.P(Cl)(Cl)(Cl)(Cl)Cl.[OH2:33]. (4) Given the product [C:27]([O:25][C:24]([C:14]1[S:15][C:16]([C:18]2[CH:23]=[CH:22][CH:21]=[CH:20][CH:19]=2)=[CH:17][C:13]=1[I:12])=[O:26])([CH3:30])([CH3:29])[CH3:28], predict the reactants needed to synthesize it. The reactants are: S([O-])([O-])(=O)=O.[Mg+2].OS(O)(=O)=O.[I:12][C:13]1[CH:17]=[C:16]([C:18]2[CH:23]=[CH:22][CH:21]=[CH:20][CH:19]=2)[S:15][C:14]=1[C:24]([OH:26])=[O:25].[C:27](O)([CH3:30])([CH3:29])[CH3:28].C(=O)(O)[O-]. (5) Given the product [Br:16][CH2:1][C:2]1[CH:11]=[CH:10][C:9]2[C:4](=[CH:5][C:6]([C:12]([F:13])([F:15])[F:14])=[CH:7][CH:8]=2)[N:3]=1, predict the reactants needed to synthesize it. The reactants are: [CH3:1][C:2]1[CH:11]=[CH:10][C:9]2[C:4](=[CH:5][C:6]([C:12]([F:15])([F:14])[F:13])=[CH:7][CH:8]=2)[N:3]=1.[Br:16]N1C(=O)CCC1=O.N(C(C)(C)C#N)=NC(C)(C)C#N. (6) The reactants are: [Cl:1][C:2]1[CH:3]=[C:4]2[C:9](=[CH:10][C:11]=1[N:12]1[CH2:17][C:16]3[C:18]([CH:24]4[CH2:26][CH2:25]4)=[N:19][C:20]([O:22]C)=[CH:21][C:15]=3[NH:14][C:13]1=[O:27])[O:8][CH:7]([C:28]1[C:33]([F:34])=[CH:32][CH:31]=[CH:30][N:29]=1)[CH2:6][CH2:5]2.[OH-].[Na+]. Given the product [Cl:1][C:2]1[CH:3]=[C:4]2[C:9](=[CH:10][C:11]=1[N:12]1[CH2:17][C:16]3=[C:18]([CH:24]4[CH2:25][CH2:26]4)[NH:19][C:20](=[O:22])[CH:21]=[C:15]3[NH:14][C:13]1=[O:27])[O:8][CH:7]([C:28]1[C:33]([F:34])=[CH:32][CH:31]=[CH:30][N:29]=1)[CH2:6][CH2:5]2, predict the reactants needed to synthesize it. (7) Given the product [CH3:16][CH:9]1[C:10]2[C:23]3[N:24]=[CH:26][CH:18]=[CH:19][C:8]=3[S:7][CH2:6][C:5]=2[C:4]2[C:12]1=[CH:13][CH:14]=[C:2]([C:20]#[N:21])[CH:3]=2, predict the reactants needed to synthesize it. The reactants are: Br[C:2]1[CH:3]=[C:4]2[C:12](=[CH:13][CH:14]=1)N(C)[C:10]1[C:9]3[CH:16]=C[CH:18]=[CH:19][C:8]=3[S:7][CH2:6][C:5]2=1.[C:20]([Cu])#[N:21].[CH3:23][N:24]([CH:26]=O)C.